This data is from Forward reaction prediction with 1.9M reactions from USPTO patents (1976-2016). The task is: Predict the product of the given reaction. Given the reactants C[O:2][C:3](=[O:31])[C:4]1[C:9]([F:10])=[CH:8][C:7]([N:11]2[CH2:16][CH2:15][N:14]([CH3:17])[CH2:13][CH2:12]2)=[CH:6][C:5]=1[NH:18][C:19](=[O:30])[CH2:20][C:21]1[CH:29]=[CH:28][C:24]2[O:25][CH2:26][O:27][C:23]=2[CH:22]=1.CO.O.[OH-].[Li+], predict the reaction product. The product is: [O:25]1[C:24]2[CH:28]=[CH:29][C:21]([CH2:20][C:19]([NH:18][C:5]3[CH:6]=[C:7]([N:11]4[CH2:12][CH2:13][N:14]([CH3:17])[CH2:15][CH2:16]4)[CH:8]=[C:9]([F:10])[C:4]=3[C:3]([OH:31])=[O:2])=[O:30])=[CH:22][C:23]=2[O:27][CH2:26]1.